This data is from Forward reaction prediction with 1.9M reactions from USPTO patents (1976-2016). The task is: Predict the product of the given reaction. Given the reactants [Li]CCCC.CC1(C)CCCC(C)(C)N1.[Br:16][C:17]1[CH:18]=[C:19]([F:23])[CH:20]=[CH:21][CH:22]=1.CN([CH:27]=[O:28])C, predict the reaction product. The product is: [Br:16][C:17]1[CH:22]=[CH:21][CH:20]=[C:19]([F:23])[C:18]=1[CH:27]=[O:28].